This data is from Retrosynthesis with 50K atom-mapped reactions and 10 reaction types from USPTO. The task is: Predict the reactants needed to synthesize the given product. (1) Given the product CCCCc1nc2c(C)cc(NC(=O)C(C)(C)C)cc2n1Cc1ccc(OC(C(=O)O)c2ccccc2)cc1, predict the reactants needed to synthesize it. The reactants are: CCCCc1nc2c(C)cc(NC(=O)C(C)(C)C)cc2n1Cc1ccc(OC(C(=O)OCC)c2ccccc2)cc1. (2) Given the product O=C(CC1(O)CCCCCC1)Nc1cccc2c(=O)n(C[C@H]3CCCN3)ccc12, predict the reactants needed to synthesize it. The reactants are: CC(C)(C)OC(=O)N1CCC[C@@H]1Cn1ccc2c(NC(=O)CC3(O)CCCCCC3)cccc2c1=O. (3) Given the product CN(c1cccc2cc(C3=NCC(CC(=O)NS(C)(=O)=O)S3)[nH]c12)S(=O)(=O)c1cccs1, predict the reactants needed to synthesize it. The reactants are: CN(c1cccc2cc(C3=NCC(CC(=O)O)S3)[nH]c12)S(=O)(=O)c1cccs1.CS(N)(=O)=O. (4) Given the product CC1(C)OB(c2ccc(-c3cnc([C@@H]4CCCN4)[nH]3)cc2)OC1(C)C, predict the reactants needed to synthesize it. The reactants are: CC(C)(C)OC(=O)N1CCC[C@H]1c1ncc(-c2ccc(B3OC(C)(C)C(C)(C)O3)cc2)[nH]1. (5) Given the product NC1CN(Cc2cccc(F)c2F)CCN(CC(F)(F)F)C1=O, predict the reactants needed to synthesize it. The reactants are: CC(C)(C)OC(=O)NC1CN(Cc2cccc(F)c2F)CCN(CC(F)(F)F)C1=O. (6) Given the product Cc1c(Br)cn2c(=O)n(Cc3ccc(S(C)(=O)=O)cc3)nc2c1-c1cccc(C(F)(F)F)c1, predict the reactants needed to synthesize it. The reactants are: CS(=O)(=O)c1ccc(CBr)cc1.Cc1c(Br)cn2c(=O)[nH]nc2c1-c1cccc(C(F)(F)F)c1. (7) Given the product Cc1ccc(C=Nc2c(-c3ccccc3C)nc3c4ccccc4ccn23)cc1, predict the reactants needed to synthesize it. The reactants are: Cc1ccc(C=O)cc1.Cc1ccccc1-c1nc2c3ccccc3ccn2c1N.